Dataset: Full USPTO retrosynthesis dataset with 1.9M reactions from patents (1976-2016). Task: Predict the reactants needed to synthesize the given product. Given the product [ClH:26].[NH:16]1[CH2:17][CH2:18][CH:13]([C:8]2[CH:9]=[C:10]3[C:5](=[CH:6][CH:7]=2)[CH:4]=[C:3]([C:1]#[N:2])[CH:12]=[CH:11]3)[CH2:14][CH2:15]1, predict the reactants needed to synthesize it. The reactants are: [C:1]([C:3]1[CH:4]=[C:5]2[C:10](=[CH:11][CH:12]=1)[CH:9]=[C:8]([CH:13]1[CH2:18][CH2:17][N:16](C(OC(C)(C)C)=O)[CH2:15][CH2:14]1)[CH:7]=[CH:6]2)#[N:2].[Cl:26]CCl.